From a dataset of NCI-60 drug combinations with 297,098 pairs across 59 cell lines. Regression. Given two drug SMILES strings and cell line genomic features, predict the synergy score measuring deviation from expected non-interaction effect. (1) Drug 1: CC12CCC3C(C1CCC2O)C(CC4=C3C=CC(=C4)O)CCCCCCCCCS(=O)CCCC(C(F)(F)F)(F)F. Drug 2: CC1CCCC2(C(O2)CC(NC(=O)CC(C(C(=O)C(C1O)C)(C)C)O)C(=CC3=CSC(=N3)C)C)C. Cell line: HCC-2998. Synergy scores: CSS=60.1, Synergy_ZIP=13.1, Synergy_Bliss=13.1, Synergy_Loewe=-13.8, Synergy_HSA=13.1. (2) Drug 1: C1CCC(C1)C(CC#N)N2C=C(C=N2)C3=C4C=CNC4=NC=N3. Drug 2: CC12CCC3C(C1CCC2O)C(CC4=C3C=CC(=C4)O)CCCCCCCCCS(=O)CCCC(C(F)(F)F)(F)F. Cell line: 786-0. Synergy scores: CSS=3.94, Synergy_ZIP=-0.903, Synergy_Bliss=4.54, Synergy_Loewe=2.23, Synergy_HSA=3.34. (3) Drug 1: CC1=C(C=C(C=C1)NC(=O)C2=CC=C(C=C2)CN3CCN(CC3)C)NC4=NC=CC(=N4)C5=CN=CC=C5. Drug 2: CCN(CC)CCNC(=O)C1=C(NC(=C1C)C=C2C3=C(C=CC(=C3)F)NC2=O)C. Cell line: UO-31. Synergy scores: CSS=-3.15, Synergy_ZIP=1.92, Synergy_Bliss=0.937, Synergy_Loewe=-4.64, Synergy_HSA=-4.15. (4) Synergy scores: CSS=2.94, Synergy_ZIP=1.11, Synergy_Bliss=3.63, Synergy_Loewe=2.96, Synergy_HSA=2.59. Drug 1: C1=CC=C(C(=C1)C(C2=CC=C(C=C2)Cl)C(Cl)Cl)Cl. Cell line: SN12C. Drug 2: CN(C(=O)NC(C=O)C(C(C(CO)O)O)O)N=O. (5) Drug 1: CC12CCC(CC1=CCC3C2CCC4(C3CC=C4C5=CN=CC=C5)C)O. Drug 2: CC1CCC2CC(C(=CC=CC=CC(CC(C(=O)C(C(C(=CC(C(=O)CC(OC(=O)C3CCCCN3C(=O)C(=O)C1(O2)O)C(C)CC4CCC(C(C4)OC)OCCO)C)C)O)OC)C)C)C)OC. Cell line: A549. Synergy scores: CSS=27.5, Synergy_ZIP=-0.153, Synergy_Bliss=-1.02, Synergy_Loewe=-12.3, Synergy_HSA=0.113.